From a dataset of Full USPTO retrosynthesis dataset with 1.9M reactions from patents (1976-2016). Predict the reactants needed to synthesize the given product. Given the product [C:1]([O:5][C:6]([NH:8][C@@H:9]([CH3:21])[CH2:10][O:11][C:12]1[CH:16]=[C:15]([C:17]([O:19][CH3:20])=[O:18])[N:14]([CH3:23])[N:13]=1)=[O:7])([CH3:4])([CH3:3])[CH3:2], predict the reactants needed to synthesize it. The reactants are: [C:1]([O:5][C:6]([NH:8][C@@H:9]([CH3:21])[CH2:10][O:11][C:12]1[CH:16]=[C:15]([C:17]([O:19][CH3:20])=[O:18])[NH:14][N:13]=1)=[O:7])([CH3:4])([CH3:3])[CH3:2].I[CH3:23].